From a dataset of Forward reaction prediction with 1.9M reactions from USPTO patents (1976-2016). Predict the product of the given reaction. The product is: [S:1]1[C:5]2[CH:6]=[C:7]([S:10]([N:13]([CH2:69][C:67]3[CH:66]=[N:65][O:64][CH:68]=3)[C@H:14]([CH2:45][O:46][Si:47]([C:60]([CH3:63])([CH3:62])[CH3:61])([C:54]3[CH:55]=[CH:56][CH:57]=[CH:58][CH:59]=3)[C:48]3[CH:53]=[CH:52][CH:51]=[CH:50][CH:49]=3)[CH2:15][CH2:16][C:17]3[CH:22]=[CH:21][CH:20]=[CH:19][C:18]=3[NH:23][C:24](=[O:44])[C@H:25]([CH:31]([C:38]3[CH:39]=[CH:40][CH:41]=[CH:42][CH:43]=3)[C:32]3[CH:37]=[CH:36][CH:35]=[CH:34][CH:33]=3)[NH:26][C:27]([O:29][CH3:30])=[O:28])(=[O:12])=[O:11])[CH:8]=[CH:9][C:4]=2[N:3]=[CH:2]1. Given the reactants [S:1]1[C:5]2[CH:6]=[C:7]([S:10]([NH:13][C@H:14]([CH2:45][O:46][Si:47]([C:60]([CH3:63])([CH3:62])[CH3:61])([C:54]3[CH:59]=[CH:58][CH:57]=[CH:56][CH:55]=3)[C:48]3[CH:53]=[CH:52][CH:51]=[CH:50][CH:49]=3)[CH2:15][CH2:16][C:17]3[CH:22]=[CH:21][CH:20]=[CH:19][C:18]=3[NH:23][C:24](=[O:44])[C@H:25]([CH:31]([C:38]3[CH:43]=[CH:42][CH:41]=[CH:40][CH:39]=3)[C:32]3[CH:37]=[CH:36][CH:35]=[CH:34][CH:33]=3)[NH:26][C:27]([O:29][CH3:30])=[O:28])(=[O:12])=[O:11])[CH:8]=[CH:9][C:4]=2[N:3]=[CH:2]1.[O:64]1[CH:68]=[C:67]([CH2:69]O)[CH:66]=[N:65]1, predict the reaction product.